Dataset: Full USPTO retrosynthesis dataset with 1.9M reactions from patents (1976-2016). Task: Predict the reactants needed to synthesize the given product. (1) Given the product [F:1][C:2]1[CH:3]=[CH:4][C:5]([CH2:8][CH2:9][C:10]([N:29]2[CH2:30][CH2:31][CH2:32][CH2:33][N:28]2[C:34]2[C:43]3[C:38](=[CH:39][CH:40]=[CH:41][CH:42]=3)[C:37]([C:44]#[N:45])=[CH:36][CH:35]=2)=[O:12])=[CH:6][CH:7]=1, predict the reactants needed to synthesize it. The reactants are: [F:1][C:2]1[CH:7]=[CH:6][C:5]([CH2:8][CH2:9][C:10]([OH:12])=O)=[CH:4][CH:3]=1.C(N(CC)CC)C.C(OC(Cl)=O)C(C)C.[N:28]1([C:34]2[C:43]3[C:38](=[CH:39][CH:40]=[CH:41][CH:42]=3)[C:37]([C:44]#[N:45])=[CH:36][CH:35]=2)[CH2:33][CH2:32][CH2:31][CH2:30][NH:29]1. (2) Given the product [CH:1]([C:4]1[CH:5]=[CH:6][C:7]([C:10]2[S:14][C:13]([C:15]3[CH:16]=[C:17]([CH:23]=[CH:24][CH:25]=3)[C:18]([OH:20])=[O:19])=[CH:12][CH:11]=2)=[CH:8][CH:9]=1)([CH3:3])[CH3:2], predict the reactants needed to synthesize it. The reactants are: [CH:1]([C:4]1[CH:9]=[CH:8][C:7]([C:10]2[S:14][C:13]([C:15]3[CH:16]=[C:17]([CH:23]=[CH:24][CH:25]=3)[C:18]([O:20]CC)=[O:19])=[CH:12][CH:11]=2)=[CH:6][CH:5]=1)([CH3:3])[CH3:2].O[Li].O.Cl. (3) Given the product [N:28]([CH2:11][C:6]1[CH:7]=[CH:8][CH:9]=[CH:10][C:5]=1[C:4]([NH:3][CH2:1][CH3:2])=[O:13])=[N+:29]=[N-:30], predict the reactants needed to synthesize it. The reactants are: [CH2:1]([NH:3][C:4](=[O:13])[C:5]1[CH:10]=[CH:9][CH:8]=[CH:7][C:6]=1[CH2:11]O)[CH3:2].C1C=CC(P([N:28]=[N+:29]=[N-:30])(C2C=CC=CC=2)=O)=CC=1.C1CCN2C(=NCCC2)CC1. (4) The reactants are: O.[NH2:2][NH2:3].[Cl:4][C:5]1[CH:21]=[CH:20][C:8]([C:9]([CH:11]([C:17](=O)[CH3:18])[CH2:12][C:13]([O:15][CH3:16])=[O:14])=O)=[CH:7][CH:6]=1.O. Given the product [Cl:4][C:5]1[CH:21]=[CH:20][C:8]([C:9]2[NH:3][N:2]=[C:17]([CH3:18])[C:11]=2[CH2:12][C:13]([O:15][CH3:16])=[O:14])=[CH:7][CH:6]=1, predict the reactants needed to synthesize it. (5) Given the product [C:23]([NH:31][C:32]1[CH:33]=[C:34]([CH:38]=[CH:39][N:40]=1)[C:35]([NH:22][CH2:21][C:16]1[CH:15]=[C:14]([Cl:13])[CH:19]=[C:18]([Cl:20])[CH:17]=1)=[O:36])(=[O:30])[C:24]1[CH:25]=[CH:26][CH:27]=[CH:28][CH:29]=1, predict the reactants needed to synthesize it. The reactants are: FC(F)(F)C1C=CC(CN)=CC=1.[Cl:13][C:14]1[CH:15]=[C:16]([CH2:21][NH2:22])[CH:17]=[C:18]([Cl:20])[CH:19]=1.[C:23]([NH:31][C:32]1[CH:33]=[C:34]([CH:38]=[CH:39][N:40]=1)[C:35](O)=[O:36])(=[O:30])[C:24]1[CH:29]=[CH:28][CH:27]=[CH:26][CH:25]=1. (6) Given the product [CH3:5][C:2]([N:10]1[CH2:9][CH2:8][N:7]([C:13]([O:15][C:16]([CH3:19])([CH3:18])[CH3:17])=[O:14])[CH2:12][CH2:11]1)([CH3:6])[CH:3]=[O:4], predict the reactants needed to synthesize it. The reactants are: Br[C:2]([CH3:6])([CH3:5])[CH:3]=[O:4].[N:7]1([C:13]([O:15][C:16]([CH3:19])([CH3:18])[CH3:17])=[O:14])[CH2:12][CH2:11][NH:10][CH2:9][CH2:8]1.